Dataset: Forward reaction prediction with 1.9M reactions from USPTO patents (1976-2016). Task: Predict the product of the given reaction. (1) Given the reactants C[Mg]Br.[CH3:4]COCC.[CH2:9]([O:16][C:17]([N:19]1[CH2:22][C:21](=[O:23])[CH2:20]1)=[O:18])[C:10]1[CH:15]=[CH:14][CH:13]=[CH:12][CH:11]=1, predict the reaction product. The product is: [CH2:9]([O:16][C:17]([N:19]1[CH2:22][C:21]([OH:23])([CH3:4])[CH2:20]1)=[O:18])[C:10]1[CH:15]=[CH:14][CH:13]=[CH:12][CH:11]=1. (2) Given the reactants [C:1]([O:5][C:6]([NH:8][C:9]1([C:13]([OH:15])=[O:14])[CH2:12][CH2:11][CH2:10]1)=[O:7])([CH3:4])([CH3:3])[CH3:2].[CH:16]1(O)[CH2:20][CH2:19][CH2:18][CH2:17]1.C(Cl)CCl, predict the reaction product. The product is: [C:1]([O:5][C:6]([NH:8][C:9]1([C:13]([O:15][CH:16]2[CH2:20][CH2:19][CH2:18][CH2:17]2)=[O:14])[CH2:12][CH2:11][CH2:10]1)=[O:7])([CH3:4])([CH3:2])[CH3:3].